Dataset: Forward reaction prediction with 1.9M reactions from USPTO patents (1976-2016). Task: Predict the product of the given reaction. (1) Given the reactants [NH2:1][C:2]1[CH:3]=[C:4]([Cl:31])[CH:5]=[C:6]2[C:10]=1[NH:9][C:8]([C:11]([NH2:13])=[O:12])=[C:7]2[S:14]([N:17]1[CH2:22][CH2:21][O:20][C@H:19]([CH2:23][O:24][C:25]2[CH:30]=[CH:29][CH:28]=[CH:27][CH:26]=2)[CH2:18]1)(=[O:16])=[O:15].[C:32]1(=O)[CH2:37][CH2:36][CH2:35][CH2:34][CH2:33]1.CCN(C(C)C)C(C)C.C(O[BH-](OC(=O)C)OC(=O)C)(=O)C.[Na+], predict the reaction product. The product is: [Cl:31][C:4]1[CH:5]=[C:6]2[C:10](=[C:2]([NH:1][CH:32]3[CH2:37][CH2:36][CH2:35][CH2:34][CH2:33]3)[CH:3]=1)[NH:9][C:8]([C:11]([NH2:13])=[O:12])=[C:7]2[S:14]([N:17]1[CH2:22][CH2:21][O:20][C@H:19]([CH2:23][O:24][C:25]2[CH:26]=[CH:27][CH:28]=[CH:29][CH:30]=2)[CH2:18]1)(=[O:16])=[O:15]. (2) The product is: [C:1]([O:5][C:6](=[O:24])[N:7]([CH2:8][C:9]1[CH:10]=[CH:11][C:12]([NH2:15])=[CH:13][CH:14]=1)[CH2:18][C:19]1[NH:23][CH:22]=[CH:21][N:20]=1)([CH3:4])([CH3:2])[CH3:3]. Given the reactants [C:1]([O:5][C:6](=[O:24])[N:7]([CH2:18][C:19]1[NH:20][CH:21]=[CH:22][N:23]=1)[CH2:8][C:9]1[CH:14]=[CH:13][C:12]([N+:15]([O-])=O)=[CH:11][CH:10]=1)([CH3:4])([CH3:3])[CH3:2], predict the reaction product. (3) Given the reactants [F:1][C:2]1[CH:10]=[C:9]2[C:5](/[C:6](=[C:12]3/[CH:13]=[C:14]([C:17]4[N:18](C(OC(C)(C)C)=O)[CH:19]=[CH:20][CH:21]=4)[CH2:15][O:16]/3)/[C:7](=[O:11])[NH:8]2)=[CH:4][CH:3]=1, predict the reaction product. The product is: [F:1][C:2]1[CH:10]=[C:9]2[C:5](/[C:6](=[C:12]3\[O:16][CH2:15][C:14]([C:17]4[NH:18][CH:19]=[CH:20][CH:21]=4)=[CH:13]\3)/[C:7](=[O:11])[NH:8]2)=[CH:4][CH:3]=1. (4) Given the reactants [F:1][C:2]1[CH:3]=[C:4]([CH:16]=[CH:17][C:18]=1[F:19])[O:5][CH:6]1[CH2:11][CH2:10][N:9]([CH2:12][CH2:13][NH:14][CH3:15])[CH2:8][CH2:7]1.C(N(CC)CC)C.[CH3:27][O:28][C:29]1[CH:30]=[C:31]([CH:35]=[CH:36][CH:37]=1)[C:32]([Cl:34])=[O:33], predict the reaction product. The product is: [ClH:34].[F:1][C:2]1[CH:3]=[C:4]([CH:16]=[CH:17][C:18]=1[F:19])[O:5][CH:6]1[CH2:7][CH2:8][N:9]([CH2:12][CH2:13][N:14]([CH3:15])[C:32](=[O:33])[C:31]2[CH:35]=[CH:36][CH:37]=[C:29]([O:28][CH3:27])[CH:30]=2)[CH2:10][CH2:11]1. (5) Given the reactants [F:1][C:2]1[CH:3]=[C:4]([CH:7]=[C:8]([F:10])[CH:9]=1)[CH:5]=O.[CH:11]1([NH2:14])[CH2:13][CH2:12]1, predict the reaction product. The product is: [CH:11]1([NH:14][CH2:5][C:4]2[CH:3]=[C:2]([F:1])[CH:9]=[C:8]([F:10])[CH:7]=2)[CH2:13][CH2:12]1. (6) Given the reactants [Br:1][CH2:2][C:3](=O)[C:4]([O:6][CH2:7][CH3:8])=[O:5].[NH2:10][C:11]([NH2:13])=[S:12], predict the reaction product. The product is: [BrH:1].[NH2:13][C:11]1[S:12][CH:2]=[C:3]([C:4]([O:6][CH2:7][CH3:8])=[O:5])[N:10]=1. (7) Given the reactants [Cl:1][C:2]1[CH:7]=[C:6]([Cl:8])[N:5]=[C:4]([S:9][CH3:10])[N:3]=1.C(NC(C)C)(C)C.C([Li])CCC.[C:23](=[O:25])=[O:24], predict the reaction product. The product is: [Cl:1][C:2]1[C:7]([C:23]([OH:25])=[O:24])=[C:6]([Cl:8])[N:5]=[C:4]([S:9][CH3:10])[N:3]=1.